Dataset: Catalyst prediction with 721,799 reactions and 888 catalyst types from USPTO. Task: Predict which catalyst facilitates the given reaction. Reactant: [C:1]([O:5][C:6](=[O:34])[NH:7][C@@H:8]([C:27]1[CH:32]=[CH:31][C:30]([OH:33])=[CH:29][CH:28]=1)[C:9]([N:11]1[CH2:15][CH2:14][C@H:13]([O:16][CH2:17][CH2:18][O:19][CH2:20][CH2:21][O:22][CH2:23][CH2:24][O:25][CH3:26])[CH2:12]1)=[O:10])([CH3:4])([CH3:3])[CH3:2].Br[CH2:36][CH2:37][O:38][Si:39]([C:42]([CH3:45])([CH3:44])[CH3:43])([CH3:41])[CH3:40].C(=O)([O-])[O-].[K+].[K+].ClCCl. Product: [C:1]([O:5][C:6](=[O:34])[NH:7][C@@H:8]([C:27]1[CH:28]=[CH:29][C:30]([O:33][CH2:36][CH2:37][O:38][Si:39]([C:42]([CH3:45])([CH3:44])[CH3:43])([CH3:41])[CH3:40])=[CH:31][CH:32]=1)[C:9]([N:11]1[CH2:15][CH2:14][C@H:13]([O:16][CH2:17][CH2:18][O:19][CH2:20][CH2:21][O:22][CH2:23][CH2:24][O:25][CH3:26])[CH2:12]1)=[O:10])([CH3:4])([CH3:2])[CH3:3]. The catalyst class is: 21.